This data is from Reaction yield outcomes from USPTO patents with 853,638 reactions. The task is: Predict the reaction yield, written as a fraction of the theoretical maximum amount of product (1.0 means a 100% yield; for example, 0.34 means a 34% yield). (1) The reactants are O[C:2]1[N:11]=[CH:10][C:9]2[C:4](=[CH:5][CH:6]=[CH:7][CH:8]=2)[N:3]=1.F[P-](F)(F)(F)(F)F.N1(O[P+](N(C)C)(N(C)C)N(C)C)C2C=CC=CC=2N=N1.C1CCN2C(=NCCC2)CC1.[NH:50]1[C:58]2[C:53](=[N:54][CH:55]=[CH:56][CH:57]=2)[N:52]=[N:51]1. No catalyst specified. The product is [N:50]1[C:58]2[C:53](=[N:54][CH:55]=[CH:56][CH:57]=2)[N:52]([C:10]2[C:9]3[C:4](=[CH:5][CH:6]=[CH:7][CH:8]=3)[N:3]=[CH:2][N:11]=2)[N:51]=1. The yield is 0.300. (2) The reactants are [C:1]([C:4]1[CH:9]=[CH:8][C:7]([NH:10][C:11]([C:13]2[N:14](COCC[Si](C)(C)C)[CH:15]=[C:16]([C:18]#[N:19])[N:17]=2)=[O:12])=[C:6]([C:28]2[CH2:33][CH2:32][C:31]([CH3:35])([CH3:34])[CH2:30][CH:29]=2)[CH:5]=1)(=[O:3])[NH2:2].[F-].C([N+](CCCC)(CCCC)CCCC)CCC. The catalyst is CO.C(Cl)Cl. The product is [C:1]([C:4]1[CH:9]=[CH:8][C:7]([NH:10][C:11]([C:13]2[NH:14][CH:15]=[C:16]([C:18]#[N:19])[N:17]=2)=[O:12])=[C:6]([C:28]2[CH2:33][CH2:32][C:31]([CH3:35])([CH3:34])[CH2:30][CH:29]=2)[CH:5]=1)(=[O:3])[NH2:2]. The yield is 0.190. (3) The catalyst is CN(C=O)C.O. The yield is 0.615. The product is [OH:1][C:2]1[CH:3]=[C:4]([CH:8]=[CH:9][C:10]=1[F:11])[C:5]([NH:15][CH:12]1[CH2:14][CH2:13]1)=[O:7]. The reactants are [OH:1][C:2]1[CH:3]=[C:4]([CH:8]=[CH:9][C:10]=1[F:11])[C:5]([OH:7])=O.[CH:12]1([NH2:15])[CH2:14][CH2:13]1.C(N(CC)CC)C.C1C=CC2N(O)N=NC=2C=1.CCN=C=NCCCN(C)C. (4) The reactants are [O:1]([C:8]1[CH:9]=[C:10]([CH:25]=[CH:26][CH:27]=1)[CH2:11][NH:12][C:13]1[CH:18]=[CH:17][C:16]([C@@H:19]2[CH2:21][C@H:20]2[C:22](O)=[O:23])=[CH:15][CH:14]=1)[C:2]1[CH:7]=[CH:6][CH:5]=[CH:4][CH:3]=1.CN(C(ON1N=NC2C=CC=NC1=2)=[N+](C)C)C.F[P-](F)(F)(F)(F)F.[F:52][C:53]([F:57])([F:56])[CH2:54][NH2:55]. The catalyst is ClCCl.CN(C=O)C. The product is [O:1]([C:8]1[CH:9]=[C:10]([CH:25]=[CH:26][CH:27]=1)[CH2:11][NH:12][C:13]1[CH:18]=[CH:17][C:16]([C@@H:19]2[CH2:21][C@H:20]2[C:22]([NH:55][CH2:54][C:53]([F:57])([F:56])[F:52])=[O:23])=[CH:15][CH:14]=1)[C:2]1[CH:7]=[CH:6][CH:5]=[CH:4][CH:3]=1. The yield is 0.550. (5) The reactants are [C:1]([O:5][C:6]([N:8]([C:26]1[CH:31]=[CH:30][N:29]=[C:28](Cl)[N:27]=1)[C:9]1[CH:10]=[C:11]2[C:15](=[CH:16][C:17]=1[CH3:18])[N:14]([C:19]([O:21][C:22]([CH3:25])([CH3:24])[CH3:23])=[O:20])[N:13]=[CH:12]2)=[O:7])([CH3:4])([CH3:3])[CH3:2].C([O-])([O-])=O.[Na+].[Na+].[CH:39]([NH:42][C:43](=[O:61])[CH2:44][O:45][C:46]1[CH:51]=[CH:50][CH:49]=[C:48](B2OC(C)(C)C(C)(C)O2)[CH:47]=1)([CH3:41])[CH3:40]. The catalyst is O1CCOCC1.O.C1C=CC(P(C2C=CC=CC=2)[C-]2C=CC=C2)=CC=1.C1C=CC(P(C2C=CC=CC=2)[C-]2C=CC=C2)=CC=1.Cl[Pd]Cl.[Fe+2]. The product is [C:1]([O:5][C:6]([N:8]([C:26]1[CH:31]=[CH:30][N:29]=[C:28]([C:50]2[CH:49]=[CH:48][CH:47]=[C:46]([O:45][CH2:44][C:43]([NH:42][CH:39]([CH3:41])[CH3:40])=[O:61])[CH:51]=2)[N:27]=1)[C:9]1[CH:10]=[C:11]2[C:15](=[CH:16][C:17]=1[CH3:18])[N:14]([C:19]([O:21][C:22]([CH3:25])([CH3:24])[CH3:23])=[O:20])[N:13]=[CH:12]2)=[O:7])([CH3:4])([CH3:3])[CH3:2]. The yield is 0.170. (6) The reactants are [CH2:1]([C:3]1[N:7](C2CCCCO2)[N:6]=[CH:5][C:4]=1[C:14]1[N:19]2[N:20]=[CH:21][N:22]=[C:18]2[C:17]([NH:23][C:24]2[CH:29]=[CH:28][C:27]([N:30]3[CH2:35][CH2:34][O:33][CH2:32][CH2:31]3)=[CH:26][CH:25]=2)=[N:16][CH:15]=1)[CH3:2].C(C1C(C2N3N=CN=C3C(NC3C=CC(N4CCOCC4)=CC=3)=NC=2)=CN(C2CCCCO2)N=1)C.Cl. The catalyst is CO. The product is [CH2:1]([C:3]1[NH:7][N:6]=[CH:5][C:4]=1[C:14]1[N:19]2[N:20]=[CH:21][N:22]=[C:18]2[C:17]([NH:23][C:24]2[CH:25]=[CH:26][C:27]([N:30]3[CH2:31][CH2:32][O:33][CH2:34][CH2:35]3)=[CH:28][CH:29]=2)=[N:16][CH:15]=1)[CH3:2]. The yield is 0.170. (7) The reactants are C[O:2][C:3](=[O:29])[CH2:4][C:5]1[CH:10]=[CH:9][C:8]([CH3:11])=[C:7]([O:12][CH2:13][CH2:14][N:15]2[CH:20]([CH3:21])[CH2:19][N:18]([C:22]3[S:23][C:24]([Br:27])=[CH:25][N:26]=3)[CH2:17][CH:16]2[CH3:28])[CH:6]=1.[OH-].[Na+].CO.O1CCCC1. The catalyst is [Cl-].[Na+].O.O. The product is [Br:27][C:24]1[S:23][C:22]([N:18]2[CH2:19][CH:20]([CH3:21])[N:15]([CH2:14][CH2:13][O:12][C:7]3[CH:6]=[C:5]([CH2:4][C:3]([OH:29])=[O:2])[CH:10]=[CH:9][C:8]=3[CH3:11])[CH:16]([CH3:28])[CH2:17]2)=[N:26][CH:25]=1. The yield is 0.710.